From a dataset of Catalyst prediction with 721,799 reactions and 888 catalyst types from USPTO. Predict which catalyst facilitates the given reaction. The catalyst class is: 1. Product: [CH:6]1([CH:4]([OH:5])[CH2:3][CH2:2][NH:1][C:12](=[O:13])[O:14][C:15]([CH3:18])([CH3:17])[CH3:16])[CH2:11][CH2:10][CH2:9][CH2:8][CH2:7]1. Reactant: [NH2:1][CH2:2][CH2:3][CH:4]([CH:6]1[CH2:11][CH2:10][CH2:9][CH2:8][CH2:7]1)[OH:5].[C:12](O[C:12]([O:14][C:15]([CH3:18])([CH3:17])[CH3:16])=[O:13])([O:14][C:15]([CH3:18])([CH3:17])[CH3:16])=[O:13].